Task: Predict the reaction yield, written as a fraction of the theoretical maximum amount of product (1.0 means a 100% yield; for example, 0.34 means a 34% yield).. Dataset: Reaction yield outcomes from USPTO patents with 853,638 reactions (1) The reactants are [C:1]([O:5][C:6](=[O:19])[N:7]([C@H:9]1[CH2:14][CH2:13][C@H:12]([CH:15]=[C:16](Br)Br)[CH2:11][CH2:10]1)[CH3:8])([CH3:4])([CH3:3])[CH3:2].[Li]CCCC.Br[CH2:26][CH2:27][CH2:28][O:29][CH:30]1[CH2:35][CH2:34][CH2:33][CH2:32][O:31]1.[NH4+].[Cl-]. The catalyst is C1COCC1.CN1C(=O)N(C)CCC1. The product is [C:1]([O:5][C:6](=[O:19])[N:7]([CH3:8])[C@H:9]1[CH2:14][CH2:13][C@H:12]([C:15]#[C:16][CH2:26][CH2:27][CH2:28][O:29][CH:30]2[CH2:35][CH2:34][CH2:33][CH2:32][O:31]2)[CH2:11][CH2:10]1)([CH3:4])([CH3:3])[CH3:2]. The yield is 0.420. (2) The reactants are [C:1](Cl)(Cl)=[S:2].C(=O)([O-])[O-].[Ca+2].[CH2:10]([O:12][C:13]([C:15]1[C:19]([CH3:20])=[C:18]([CH3:21])[S:17][C:16]=1[NH2:22])=[O:14])[CH3:11]. The catalyst is C(Cl)(Cl)Cl.O.C(Cl)(Cl)Cl. The product is [N:22]([C:16]1[S:17][C:18]([CH3:21])=[C:19]([CH3:20])[C:15]=1[C:13]([O:12][CH2:10][CH3:11])=[O:14])=[C:1]=[S:2]. The yield is 1.00. (3) The reactants are [O:1]1[CH:5]=[CH:4][CH:3]=[C:2]1[CH2:6][N:7]1[C:15]([C:16]2[CH:25]=[CH:24][C:19]([C:20](OC)=[O:21])=[CH:18][CH:17]=2)=[C:14]2[C:9]([CH:10]=[CH:11][CH:12]=[CH:13]2)=[N:8]1.[Cl-].[Ca+2].[Cl-].[BH4-].[Na+].C(N1C(C2C=CC(CO)=CC=2)=C2C(C=CC=C2)=N1)C1C=CC=CC=1. No catalyst specified. The product is [O:1]1[CH:5]=[CH:4][CH:3]=[C:2]1[CH2:6][N:7]1[C:15]([C:16]2[CH:17]=[CH:18][C:19]([CH2:20][OH:21])=[CH:24][CH:25]=2)=[C:14]2[C:9]([CH:10]=[CH:11][CH:12]=[CH:13]2)=[N:8]1. The yield is 0.773. (4) The product is [S:1]1[CH:5]=[CH:4][C:3]2[CH:6]=[C:7]([CH2:10][NH:13][CH3:12])[CH:8]=[CH:9][C:2]1=2. The catalyst is CO. The reactants are [S:1]1[CH:5]=[CH:4][C:3]2[CH:6]=[C:7]([CH:10]=O)[CH:8]=[CH:9][C:2]1=2.[CH3:12][NH2:13].[BH4-].[Na+].O. The yield is 0.890. (5) The reactants are [Cl:1][C:2]1[CH:7]=[CH:6][C:5]([CH:8]([CH3:13])[C:9]([O:11][CH3:12])=[O:10])=[CH:4][CH:3]=1.[CH3:14][C:15]([O-:18])([CH3:17])[CH3:16].[K+].[C:20]([O-])(=[O:23])[CH:21]=C.[CH2:25]1COCC1. No catalyst specified. The product is [Cl:1][C:2]1[CH:3]=[CH:4][C:5]([C:8]([CH3:25])([CH2:13][CH2:21][C:20]([O:18][C:15]([CH3:17])([CH3:16])[CH3:14])=[O:23])[C:9]([O:11][CH3:12])=[O:10])=[CH:6][CH:7]=1. The yield is 0.690.